This data is from Catalyst prediction with 721,799 reactions and 888 catalyst types from USPTO. The task is: Predict which catalyst facilitates the given reaction. (1) Reactant: [CH3:1][O:2][C:3](=[O:16])[C:4]1[CH:12]=[C:11]([N+:13]([O-:15])=[O:14])[CH:10]=[C:6]([C:7]([O-])=[O:8])[CH:5]=1.B.C1COCC1. Product: [OH:8][CH2:7][C:6]1[CH:5]=[C:4]([CH:12]=[C:11]([N+:13]([O-:15])=[O:14])[CH:10]=1)[C:3]([O:2][CH3:1])=[O:16]. The catalyst class is: 1. (2) Reactant: FC(F)(F)S(O[C:7]1[C:8]2[C:17]([C:18]3[CH:23]=[CH:22][CH:21]=[CH:20][CH:19]=3)=[C:16]([C:24]3[CH:29]=[CH:28][C:27]([C:30]4([NH:34][C:35]([O:37][C:38]([CH3:41])([CH3:40])[CH3:39])=[O:36])[CH2:33][CH2:32][CH2:31]4)=[CH:26][CH:25]=3)[O:15][C:9]=2[N:10]=[C:11]([S:13][CH3:14])[N:12]=1)(=O)=O.[NH:44]1[CH2:49][CH2:48][O:47][CH2:46][CH2:45]1.C(Cl)Cl.CCOCC. Product: [CH3:14][S:13][C:11]1[N:12]=[C:7]([N:44]2[CH2:49][CH2:48][O:47][CH2:46][CH2:45]2)[C:8]2[C:17]([C:18]3[CH:19]=[CH:20][CH:21]=[CH:22][CH:23]=3)=[C:16]([C:24]3[CH:29]=[CH:28][C:27]([C:30]4([NH:34][C:35](=[O:36])[O:37][C:38]([CH3:40])([CH3:39])[CH3:41])[CH2:33][CH2:32][CH2:31]4)=[CH:26][CH:25]=3)[O:15][C:9]=2[N:10]=1. The catalyst class is: 1. (3) Reactant: N[C:2]1[CH:3]=[C:4]2[C:9](=[CH:10][CH:11]=1)[N:8]=[CH:7][CH2:6][C:5]2=[O:12].[CH2:13]=O.[BH3-][C:16]#[N:17].[Na+].Cl. Product: [CH3:13][N:17]([CH3:16])[C:2]1[CH:3]=[C:4]2[C:9](=[CH:10][CH:11]=1)[N:8]=[CH:7][CH2:6][C:5]2=[O:12]. The catalyst class is: 14. (4) Reactant: [C:1]([O:5][CH2:6][CH3:7])(=[O:4])[C:2]#[CH:3].N#N.F[C:11](F)(F)[C:12](O)=O.[CH2:17]([N:24]([CH2:30]OC)[CH2:25][Si](C)(C)C)[C:18]1[CH:23]=[CH:22][CH:21]=[CH:20][CH:19]=1. Product: [CH2:6]([O:5][C:1]([C:2]12[CH2:25][N:24]([CH2:30][C:12]3[CH:11]=[CH:20][CH:19]=[CH:18][CH:23]=3)[CH2:17][CH:3]1[CH2:25][N:24]([CH2:17][C:18]1[CH:23]=[CH:22][CH:21]=[CH:20][CH:19]=1)[CH2:30]2)=[O:4])[CH3:7]. The catalyst class is: 1. (5) Reactant: [CH3:1][Si:2]1([CH3:12])[O:7][Si:6]([CH3:9])([CH3:8])[O:5][Si:4]([CH3:11])([CH3:10])[O:3]1.[C:13]([O:18][Si:19](C)([CH3:21])[CH3:20])(=[O:17])[C:14]([CH3:16])=[CH2:15].F[C:24](F)(F)S(O)(=O)=O. Product: [CH3:24][Si:2]([CH3:12])([CH3:1])[O:3][Si:4]([CH3:11])([CH3:10])[O:5][Si:6]([CH3:9])([CH3:8])[O:7][Si:19]([CH3:21])([CH3:20])[O:18][C:13](=[O:17])[C:14]([CH3:16])=[CH2:15]. The catalyst class is: 66. (6) Reactant: [I:1][C:2]1[CH:3]=[C:4]2[C:8](=[CH:9][CH:10]=1)[NH:7][C:6](=[O:11])[C:5]2=O.[NH:13]([C:15]([C:17]1[CH:22]=[CH:21][C:20]([NH:23][C:24](=[O:33])[CH2:25][CH2:26][C:27]2[CH:32]=[CH:31][CH:30]=[CH:29][CH:28]=2)=[CH:19][CH:18]=1)=[O:16])[NH2:14]. Product: [I:1][C:2]1[CH:3]=[C:4]2[C:8](=[CH:9][CH:10]=1)[NH:7][C:6](=[O:11])[C:5]2=[N:14][NH:13][C:15]([C:17]1[CH:18]=[CH:19][C:20]([NH:23][C:24](=[O:33])[CH2:25][CH2:26][C:27]2[CH:28]=[CH:29][CH:30]=[CH:31][CH:32]=2)=[CH:21][CH:22]=1)=[O:16]. The catalyst class is: 15. (7) Reactant: [CH3:1][C@:2]12[CH2:19][CH2:18][C@H:17]3[C@@H:7]([CH2:8][CH2:9][C@:10]4([OH:21])[C@:15]3([CH3:16])[CH2:14][CH2:13][C@H:12]([OH:20])[CH2:11]4)[C@@H:6]1[CH2:5][CH2:4][C@@H:3]2[OH:22]. Product: [OH:21][C@:10]12[CH2:11][C:12](=[O:20])[CH2:13][CH2:14][C@:15]1([CH3:16])[C@@H:17]1[C@H:7]([C@H:6]3[C@@:2]([CH2:19][CH2:18]1)([CH3:1])[C:3](=[O:22])[CH2:4][CH2:5]3)[CH2:8][CH2:9]2. The catalyst class is: 16. (8) Reactant: [NH:1]1[CH:5]=[CH:4][N:3]=[CH:2]1.N1C=CC=CC=1.[CH2:12]1[O:20][CH:13]1[C:14]1[CH:19]=[CH:18][CH:17]=[CH:16][CH:15]=1. Product: [NH:1]1[CH:5]=[CH:4][N:3]=[C:2]1[CH2:12][CH:13]([C:14]1[CH:19]=[CH:18][CH:17]=[CH:16][CH:15]=1)[OH:20]. The catalyst class is: 8. (9) Reactant: [F:1][C:2]1[CH:52]=[N:51][C:5]2[N:6]([C:37]3[CH:38]=[C:39]([C:43]4[CH:48]=[CH:47][C:46](C=O)=[CH:45][CH:44]=4)[CH:40]=[CH:41][CH:42]=3)[C:7](=[O:36])[N:8]([C@@H:11]3[CH2:16][CH2:15][C@H:14]([N:17]([CH2:25][C:26]4[N:27]=[C:28]5[CH:33]=[CH:32][C:31]([F:34])=[CH:30][N:29]5[CH:35]=4)C(=O)OC(C)(C)C)[CH2:13][CH2:12]3)[C:9](=[O:10])[C:4]=2[CH:3]=1.[N:53]1([C:59](OC(C)(C)C)=O)[CH2:58][CH2:57][NH:56][CH2:55][CH2:54]1.C(O[BH-](OC(=O)C)OC(=O)C)(=O)C.[Na+].CO. Product: [F:1][C:2]1[CH:52]=[N:51][C:5]2[N:6]([C:37]3[CH:38]=[C:39]([C:43]4[CH:48]=[CH:47][C:46]([CH2:59][N:53]5[CH2:54][CH2:55][NH:56][CH2:57][CH2:58]5)=[CH:45][CH:44]=4)[CH:40]=[CH:41][CH:42]=3)[C:7](=[O:36])[N:8]([C@H:11]3[CH2:12][CH2:13][C@@H:14]([NH:17][CH2:25][C:26]4[N:27]=[C:28]5[CH:33]=[CH:32][C:31]([F:34])=[CH:30][N:29]5[CH:35]=4)[CH2:15][CH2:16]3)[C:9](=[O:10])[C:4]=2[CH:3]=1. The catalyst class is: 2.